From a dataset of Catalyst prediction with 721,799 reactions and 888 catalyst types from USPTO. Predict which catalyst facilitates the given reaction. (1) Reactant: [C:1]1([CH3:10])[CH:6]=[CH:5][CH:4]=[C:3]([C:7](=[O:9])[CH3:8])[CH:2]=1.[Se](=O)=[O:12].[CH3:14][CH2:15][O:16]CC. Product: [O:9]=[C:7]([C:3]1[CH:2]=[C:1]([CH3:10])[CH:6]=[CH:5][CH:4]=1)[C:8]([O:16][CH2:15][CH3:14])=[O:12]. The catalyst class is: 529. (2) Reactant: [N:1]([CH2:4][CH2:5][C:6]([CH3:21])([S:8]([C:11]1[CH:16]=[CH:15][CH:14]=[C:13]([C:17]([F:20])([F:19])[F:18])[CH:12]=1)(=[O:10])=[O:9])[CH3:7])=[N+]=[N-]. Product: [CH3:21][C:6]([S:8]([C:11]1[CH:16]=[CH:15][CH:14]=[C:13]([C:17]([F:19])([F:20])[F:18])[CH:12]=1)(=[O:10])=[O:9])([CH3:7])[CH2:5][CH2:4][NH2:1]. The catalyst class is: 320. (3) Reactant: [CH2:1]([O:3][C:4](=[O:18])[CH2:5][C:6]1[N:14]2[C:9]([CH:10]=[C:11]([C:15]#[N:16])[CH:12]=[CH:13]2)=[CH:8][C:7]=1[CH3:17])[CH3:2].[N:19]1([S:25]([C:28]2[CH:35]=[CH:34][C:31]([CH:32]=O)=[CH:30][CH:29]=2)(=[O:27])=[O:26])[CH2:24][CH2:23][O:22][CH2:21][CH2:20]1.C([SiH](CC)CC)C.FC(F)(F)C(O)=O. Product: [CH2:1]([O:3][C:4](=[O:18])[CH2:5][C:6]1[N:14]2[C:9]([CH:10]=[C:11]([C:15]#[N:16])[CH:12]=[CH:13]2)=[C:8]([CH2:32][C:31]2[CH:34]=[CH:35][C:28]([S:25]([N:19]3[CH2:24][CH2:23][O:22][CH2:21][CH2:20]3)(=[O:27])=[O:26])=[CH:29][CH:30]=2)[C:7]=1[CH3:17])[CH3:2]. The catalyst class is: 26. (4) Reactant: C(OC([NH:8][C@@H:9]([CH3:32])[C:10]([O:12][CH2:13][C@@H:14]1[C:18]([OH:20])([CH3:19])[C@:17]([F:22])([CH3:21])[CH:16]([N:23]2[CH:28]=[C:27]([CH3:29])[C:26](=[O:30])[NH:25][C:24]2=[O:31])[O:15]1)=[O:11])=O)(C)(C)C.FC(F)(F)C(O)=O.O.C(=O)(O)[O-].[Na+]. Product: [NH2:8][CH:9]([CH3:32])[C:10]([O:12][CH2:13][C@@H:14]1[C:18]([OH:20])([CH3:19])[C@:17]([F:22])([CH3:21])[CH:16]([N:23]2[CH:28]=[C:27]([CH3:29])[C:26](=[O:30])[NH:25][C:24]2=[O:31])[O:15]1)=[O:11]. The catalyst class is: 4. (5) Reactant: [CH2:1]([NH:4][C:5]1[S:6][C:7]2[CH:13]=[C:12]([O:14][C:15]([F:18])([F:17])[F:16])[CH:11]=[CH:10][C:8]=2[N:9]=1)[C:2]#[CH:3].Br[CH2:20][C:21]([C:23]1[CH:28]=[CH:27][C:26]([CH3:29])=[CH:25][CH:24]=1)=[O:22]. Product: [CH2:1]([N:4]=[C:5]1[N:9]([CH2:20][C:21]([C:23]2[CH:28]=[CH:27][C:26]([CH3:29])=[CH:25][CH:24]=2)=[O:22])[C:8]2[CH:10]=[CH:11][C:12]([O:14][C:15]([F:18])([F:17])[F:16])=[CH:13][C:7]=2[S:6]1)[C:2]#[CH:3]. The catalyst class is: 10. (6) Reactant: [N:1]1([C:6]2[N:10]3[CH2:11][CH2:12][NH:13][CH2:14][C:9]3=[N:8][N:7]=2)[CH:5]=[CH:4][CH:3]=[N:2]1.C(N(CC)CC)C.[Cl:22][C:23]1[C:31]([F:32])=[C:30]([Cl:33])[CH:29]=[CH:28][C:24]=1[C:25](Cl)=[O:26].C([O-])(O)=O.[Na+]. Product: [Cl:22][C:23]1[C:31]([F:32])=[C:30]([Cl:33])[CH:29]=[CH:28][C:24]=1[C:25]([N:13]1[CH2:12][CH2:11][N:10]2[C:6]([N:1]3[CH:5]=[CH:4][CH:3]=[N:2]3)=[N:7][N:8]=[C:9]2[CH2:14]1)=[O:26]. The catalyst class is: 96. (7) Reactant: [S:1]1[CH:5]=[CH:4][CH:3]=[C:2]1NC.[S:8]1[CH2:14][C:12](=[O:13])[NH:11][C:9]1=S.[CH:15]([N:18](C(C)C)CC)(C)C. Product: [S:1]1[CH:5]=[CH:4][CH:3]=[C:2]1[CH2:15][NH:18][C:9]1[S:8][CH2:14][C:12](=[O:13])[N:11]=1. The catalyst class is: 10.